The task is: Predict the product of the given reaction.. This data is from Forward reaction prediction with 1.9M reactions from USPTO patents (1976-2016). Given the reactants [F:1][C:2]1[CH:25]=[C:24]([N+:26]([O-])=O)[CH:23]=[CH:22][C:3]=1[O:4][C:5]1[CH:10]=[CH:9][N:8]=[C:7]2[CH:11]=[C:12]([C:14]3[CH:15]=[N:16][N:17]([CH2:19][CH:20]=[O:21])[CH:18]=3)[S:13][C:6]=12.[BH4-].[Na+], predict the reaction product. The product is: [NH2:26][C:24]1[CH:23]=[CH:22][C:3]([O:4][C:5]2[CH:10]=[CH:9][N:8]=[C:7]3[CH:11]=[C:12]([C:14]4[CH:15]=[N:16][N:17]([CH2:19][CH2:20][OH:21])[CH:18]=4)[S:13][C:6]=23)=[C:2]([F:1])[CH:25]=1.